From a dataset of Forward reaction prediction with 1.9M reactions from USPTO patents (1976-2016). Predict the product of the given reaction. Given the reactants [C:1]1([CH3:31])[CH:6]=[CH:5][C:4]([C:7]2[N:8]=[C:9]3[CH2:23][CH2:22][CH2:21][N:20]([C:24]([O:26][C:27]([CH3:30])([CH3:29])[CH3:28])=[O:25])[C:10]3=[N:11][C:12]=2[C:13]2[CH:18]=[CH:17][C:16]([CH3:19])=[CH:15][CH:14]=2)=[CH:3][CH:2]=1.[Br:32]N1C(=O)CCC1=O.C(OOC(=O)CCCCCCCCCCC)(=O)CCCCCCCCCCC, predict the reaction product. The product is: [Br:32][CH:23]1[C:9]2[C:10](=[N:11][C:12]([C:13]3[CH:18]=[CH:17][C:16]([CH3:19])=[CH:15][CH:14]=3)=[C:7]([C:4]3[CH:3]=[CH:2][C:1]([CH3:31])=[CH:6][CH:5]=3)[N:8]=2)[N:20]([C:24]([O:26][C:27]([CH3:28])([CH3:30])[CH3:29])=[O:25])[CH2:21][CH2:22]1.